From a dataset of Peptide-MHC class I binding affinity with 185,985 pairs from IEDB/IMGT. Regression. Given a peptide amino acid sequence and an MHC pseudo amino acid sequence, predict their binding affinity value. This is MHC class I binding data. The MHC is HLA-A30:01 with pseudo-sequence HLA-A30:01. The peptide sequence is RPQLWRYRW. The binding affinity (normalized) is 0.283.